Task: Predict the reaction yield, written as a fraction of the theoretical maximum amount of product (1.0 means a 100% yield; for example, 0.34 means a 34% yield).. Dataset: Reaction yield outcomes from USPTO patents with 853,638 reactions (1) The reactants are [C:1]([O:4][CH2:5][C:6]1[C:11](B2OC(C)(C)C(C)(C)O2)=[CH:10][CH:9]=[CH:8][C:7]=1[N:21]1[N:30]=[CH:29][C:28]2[C:23](=[C:24]([F:35])[CH:25]=[C:26]([C:31]([CH3:34])([CH3:33])[CH3:32])[CH:27]=2)[C:22]1=[O:36])(=[O:3])[CH3:2].Cl[C:38]1[CH:39]=[C:40]([NH:46][C:47]2[CH:56]=[C:50]3[CH2:51][N:52]([CH3:55])[CH2:53][CH2:54][N:49]3[N:48]=2)[C:41](=[O:45])[N:42]([CH3:44])[N:43]=1.P([O-])([O-])([O-])=O.[K+].[K+].[K+].C1(P(C2CCCCC2)C2C=CC=CC=2C2C(C(C)C)=CC(C(C)C)=CC=2C(C)C)CCCCC1.[Cl-].[NH4+]. The catalyst is C(O)CCC.O. The product is [C:31]([C:26]1[CH:27]=[C:28]2[C:23](=[C:24]([F:35])[CH:25]=1)[C:22](=[O:36])[N:21]([C:7]1[CH:8]=[CH:9][CH:10]=[C:11]([C:38]3[CH:39]=[C:40]([NH:46][C:47]4[CH:56]=[C:50]5[CH2:51][N:52]([CH3:55])[CH2:53][CH2:54][N:49]5[N:48]=4)[C:41](=[O:45])[N:42]([CH3:44])[N:43]=3)[C:6]=1[CH2:5][O:4][C:1](=[O:3])[CH3:2])[N:30]=[CH:29]2)([CH3:34])([CH3:33])[CH3:32]. The yield is 0.460. (2) The reactants are Br[C:2]1[CH:7]=[CH:6][C:5]([N:8]2[C:12]([CH2:13][C@@H:14]3[CH2:18][CH2:17][N:16]([C:19]([CH:21]4[CH2:23][CH2:22]4)=[O:20])[CH2:15]3)=[N:11][NH:10][C:9]2=[O:24])=[C:4]([F:25])[CH:3]=1.CC1(C)C(C)(C)OB([C:34]2[CH:35]=[C:36]3[C:40](=[CH:41][CH:42]=2)[NH:39][N:38]=[CH:37]3)O1.C(=O)([O-])[O-].[K+].[K+]. The catalyst is O1CCOCC1.C1C=CC(P(C2C=CC=CC=2)[C-]2C=CC=C2)=CC=1.C1C=CC(P(C2C=CC=CC=2)[C-]2C=CC=C2)=CC=1.Cl[Pd]Cl.[Fe+2].ClCCl. The product is [CH:21]1([C:19]([N:16]2[CH2:17][CH2:18][C@@H:14]([CH2:13][C:12]3[N:8]([C:5]4[CH:6]=[CH:7][C:2]([C:34]5[CH:35]=[C:36]6[C:40](=[CH:41][CH:42]=5)[NH:39][N:38]=[CH:37]6)=[CH:3][C:4]=4[F:25])[C:9](=[O:24])[NH:10][N:11]=3)[CH2:15]2)=[O:20])[CH2:23][CH2:22]1. The yield is 0.320. (3) The reactants are Cl.Cl.[NH:3]1[CH2:6][CH:5]([C:7]2[C:8]([O:30][CH3:31])=[C:9]([CH:15]([N:17]3[C:21]4=[N:22][CH:23]=[N:24][C:25]([NH2:26])=[C:20]4[C:19]([CH:27]([F:29])[F:28])=[N:18]3)[CH3:16])[CH:10]=[C:11]([Cl:14])[C:12]=2[F:13])[CH2:4]1.[Si]([O:39][CH2:40][CH:41]=O)(C(C)(C)C)(C)C.C(N(CC)CC)C.C(O[BH-](OC(=O)C)OC(=O)C)(=O)C.[Na+].Cl.O. The catalyst is C(Cl)Cl. The product is [NH2:26][C:25]1[N:24]=[CH:23][N:22]=[C:21]2[N:17]([CH:15]([C:9]3[C:8]([O:30][CH3:31])=[C:7]([CH:5]4[CH2:6][N:3]([CH2:41][CH2:40][OH:39])[CH2:4]4)[C:12]([F:13])=[C:11]([Cl:14])[CH:10]=3)[CH3:16])[N:18]=[C:19]([CH:27]([F:29])[F:28])[C:20]=12. The yield is 0.0560. (4) The reactants are [CH3:1][C:2]([CH3:17])([CH3:16])[C:3](=O)[CH2:4][CH:5]1O[N:8]=[C:7]([C:10]([O:12][CH2:13][CH3:14])=[O:11])[CH2:6]1.[H+].[B-](F)(F)(F)F. The catalyst is C(O)C.[Ni]. The product is [C:2]([C:3]1[N:8]=[C:7]([C:10]([O:12][CH2:13][CH3:14])=[O:11])[CH:6]=[CH:5][CH:4]=1)([CH3:17])([CH3:16])[CH3:1]. The yield is 0.260. (5) The reactants are [H-].[Al+3].[Li+].[H-].[H-].[H-].[CH2:7]([O:14][C:15]1[CH:24]=[C:18]2[C:19](=O)[NH:20][CH2:21][CH2:22][N:17]2[N:16]=1)[C:8]1[CH:13]=[CH:12][CH:11]=[CH:10][CH:9]=1. The catalyst is C1COCC1.CCOC(C)=O. The product is [CH2:7]([O:14][C:15]1[CH:24]=[C:18]2[CH2:19][NH:20][CH2:21][CH2:22][N:17]2[N:16]=1)[C:8]1[CH:9]=[CH:10][CH:11]=[CH:12][CH:13]=1. The yield is 0.970. (6) The reactants are [Cl:1][C:2]1[CH:3]=[C:4]([C:12]2[O:16][N:15]=[C:14]([C:17]3[CH:35]=[CH:34][C:20]4[CH2:21][CH2:22][N:23]([CH2:26][CH2:27][CH2:28][C:29]([O:31]CC)=[O:30])[CH2:24][CH2:25][C:19]=4[CH:18]=3)[N:13]=2)[CH:5]=[CH:6][C:7]=1[O:8][CH:9]([CH3:11])[CH3:10].[OH-].[Na+].C(O)(=O)C. The catalyst is C(O)C. The product is [Cl:1][C:2]1[CH:3]=[C:4]([C:12]2[O:16][N:15]=[C:14]([C:17]3[CH:35]=[CH:34][C:20]4[CH2:21][CH2:22][N:23]([CH2:26][CH2:27][CH2:28][C:29]([OH:31])=[O:30])[CH2:24][CH2:25][C:19]=4[CH:18]=3)[N:13]=2)[CH:5]=[CH:6][C:7]=1[O:8][CH:9]([CH3:10])[CH3:11]. The yield is 0.300. (7) The catalyst is C(O)C. The yield is 0.800. The reactants are Cl[C:2]1[CH:15]=[CH:14][C:13]([N+:16]([O-:18])=[O:17])=[CH:12][C:3]=1[C:4]([C:6]1[CH:11]=[CH:10][CH:9]=[CH:8][CH:7]=1)=O.O.[NH2:20][NH2:21].O. The product is [N+:16]([C:13]1[CH:12]=[C:3]2[C:2](=[CH:15][CH:14]=1)[NH:21][N:20]=[C:4]2[C:6]1[CH:11]=[CH:10][CH:9]=[CH:8][CH:7]=1)([O-:18])=[O:17].